Dataset: Reaction yield outcomes from USPTO patents with 853,638 reactions. Task: Predict the reaction yield, written as a fraction of the theoretical maximum amount of product (1.0 means a 100% yield; for example, 0.34 means a 34% yield). (1) The reactants are Br[C:2]1[CH:3]=[C:4]([N:22]([CH2:29][CH:30]([F:32])[F:31])[CH:23]2[CH2:28][CH2:27][O:26][CH2:25][CH2:24]2)[C:5]([CH3:21])=[C:6]([CH:20]=1)[C:7]([NH:9][CH2:10][C:11]1[C:12](=[O:19])[NH:13][C:14]([CH3:18])=[CH:15][C:16]=1[CH3:17])=[O:8].CC1(C)C(C)(C)OB([C:41]2[CH:53]=[CH:52][C:44]([CH2:45][N:46]3[CH2:51][CH2:50][O:49][CH2:48][CH2:47]3)=[CH:43][CH:42]=2)O1.C([O-])([O-])=O.[Na+].[Na+]. The catalyst is O1CCOCC1.O.[Pd].C1(P(C2C=CC=CC=2)C2C=CC=CC=2)C=CC=CC=1. The product is [F:31][CH:30]([F:32])[CH2:29][N:22]([CH:23]1[CH2:28][CH2:27][O:26][CH2:25][CH2:24]1)[C:4]1[C:5]([CH3:21])=[C:6]([C:7]([NH:9][CH2:10][C:11]2[C:12](=[O:19])[NH:13][C:14]([CH3:18])=[CH:15][C:16]=2[CH3:17])=[O:8])[CH:20]=[C:2]([C:41]2[CH:42]=[CH:43][C:44]([CH2:45][N:46]3[CH2:51][CH2:50][O:49][CH2:48][CH2:47]3)=[CH:52][CH:53]=2)[CH:3]=1. The yield is 0.670. (2) The reactants are [CH3:1][C:2]([CH3:24])([CH3:23])[CH2:3][NH:4][C:5]1[N:10]=[CH:9][N:8]=[C:7]([NH:11][C:12]2[CH:13]=[C:14]([CH:19]=[CH:20][C:21]=2[CH3:22])[C:15]([NH:17][CH3:18])=[O:16])[CH:6]=1.C(=O)(O)[O-].[Na+].[Br:30]Br. The catalyst is C(Cl)Cl.O. The product is [Br:30][C:6]1[C:7]([NH:11][C:12]2[CH:13]=[C:14]([CH:19]=[CH:20][C:21]=2[CH3:22])[C:15]([NH:17][CH3:18])=[O:16])=[N:8][CH:9]=[N:10][C:5]=1[NH:4][CH2:3][C:2]([CH3:24])([CH3:23])[CH3:1]. The yield is 0.560. (3) The reactants are [CH3:1][O:2][C:3]1[CH:8]=[CH:7][C:6]([C:9]2[N:10]=[N:11][N:12]([CH3:14])[N:13]=2)=[CH:5][C:4]=1[CH2:15]O.C1(P(C2C=CC=CC=2)C2C=CC=CC=2)C=CC=CC=1.[Br:36]N1C(=O)CCC1=O. The catalyst is C(Cl)Cl. The product is [Br:36][CH2:15][C:4]1[CH:5]=[C:6]([C:9]2[N:10]=[N:11][N:12]([CH3:14])[N:13]=2)[CH:7]=[CH:8][C:3]=1[O:2][CH3:1]. The yield is 0.630. (4) The reactants are [Cl:1][C:2]1[CH:3]=[CH:4][C:5]([S:9][CH3:10])=[C:6]([NH2:8])[CH:7]=1.[Cl:11][C:12]1[CH:17]=[CH:16][C:15]([S:18](Cl)(=[O:20])=[O:19])=[C:14]([F:22])[CH:13]=1. No catalyst specified. The product is [Cl:11][C:12]1[CH:17]=[CH:16][C:15]([S:18]([NH:8][C:6]2[CH:7]=[C:2]([Cl:1])[CH:3]=[CH:4][C:5]=2[S:9][CH3:10])(=[O:19])=[O:20])=[C:14]([F:22])[CH:13]=1. The yield is 0.660. (5) The reactants are [I:1][C:2]1[CH:7]=[CH:6][CH:5]=[CH:4][C:3]=1[CH2:8][C:9]([OH:11])=[O:10].S(=O)(=O)(O)O.[CH3:17]O. No catalyst specified. The product is [I:1][C:2]1[CH:7]=[CH:6][CH:5]=[CH:4][C:3]=1[CH2:8][C:9]([O:11][CH3:17])=[O:10]. The yield is 0.950.